From a dataset of Blood-brain barrier permeability classification from the B3DB database. Regression/Classification. Given a drug SMILES string, predict its absorption, distribution, metabolism, or excretion properties. Task type varies by dataset: regression for continuous measurements (e.g., permeability, clearance, half-life) or binary classification for categorical outcomes (e.g., BBB penetration, CYP inhibition). Dataset: b3db_classification. The molecule is CC[C@H](NC(=O)c1c(OCCNC(=O)Cc2ccccc2C(=O)O)c(-c2ccccc2)nc2ccccc12)c1ccccc1. The result is 0 (does not penetrate BBB).